Dataset: Forward reaction prediction with 1.9M reactions from USPTO patents (1976-2016). Task: Predict the product of the given reaction. (1) Given the reactants C(OCC)C.Br[C:7]1[CH:12]=[CH:11][C:10]([CH:13]2[CH2:18][CH2:17][CH2:16][CH2:15][CH2:14]2)=[CH:9][CH:8]=1.Br[C:20]1[CH:25]=[C:24]([CH3:26])[CH:23]=[CH:22][N:21]=1, predict the reaction product. The product is: [CH:13]1([C:10]2[CH:11]=[CH:12][C:7]([C:20]3[CH:25]=[C:24]([CH3:26])[CH:23]=[CH:22][N:21]=3)=[CH:8][CH:9]=2)[CH2:18][CH2:17][CH2:16][CH2:15][CH2:14]1. (2) Given the reactants [NH2:1][C:2]1[C:11]2[N:12]=[CH:13][N:14]([CH2:15][C:16]([CH3:22])([CH3:21])[C:17]([O:19]C)=O)[C:10]=2[C:9]2[CH:8]=[CH:7][CH:6]=[CH:5][C:4]=2[N:3]=1.[OH-].[K+].C(Cl)(=O)C(Cl)=O.[NH3:31].C(=O)(O)[O-].[Na+].Cl, predict the reaction product. The product is: [NH2:1][C:2]1[C:11]2[N:12]=[CH:13][N:14]([CH2:15][C:16]([CH3:21])([CH3:22])[C:17]([NH2:31])=[O:19])[C:10]=2[C:9]2[CH:8]=[CH:7][CH:6]=[CH:5][C:4]=2[N:3]=1. (3) Given the reactants [CH3:1][C:2]1[S:6][CH:5]=[C:4](/[CH:7]=[C:8](/[C@H:10]2[O:28][C:26](=[O:27])[CH2:25][C@H:24]([OH:29])[C@H:23]([CH3:30])[C:21](=[O:22])[C@H:20]([CH3:31])[C@@H:19]([OH:32])[C@@H:18]([CH3:33])[CH2:17][CH2:16][CH2:15][C@H:13]3[O:14][C@H:12]3[CH2:11]2)\C)[N:3]=1.[K+].[Br-].[CH3:36]O, predict the reaction product. The product is: [CH3:1][C:2]1[S:6][CH:5]=[C:4](/[CH:7]=[CH:8]/[C@H:10]2[O:28][C:26](=[O:27])[CH2:25][C@H:24]([OH:29])[C:23]([CH3:36])([CH3:30])[C:21](=[O:22])[C@H:20]([CH3:31])[C@@H:19]([OH:32])[C@@H:18]([CH3:33])[CH2:17][CH2:16][CH2:15][C@H:13]3[O:14][C@H:12]3[CH2:11]2)[N:3]=1. (4) Given the reactants [C:1]([C:5]1[CH:21]=[CH:20][C:8]([CH2:9][O:10][C:11]2[CH:12]=[C:13]([CH:17]=[CH:18][CH:19]=2)[C:14](O)=[O:15])=[CH:7][CH:6]=1)([CH3:4])([CH3:3])[CH3:2].S(Cl)(Cl)=O.[NH2:26][C:27]1[CH:32]=[CH:31][CH:30]=[CH:29][C:28]=1[S:33]([NH2:36])(=[O:35])=[O:34], predict the reaction product. The product is: [C:1]([C:5]1[CH:21]=[CH:20][C:8]([CH2:9][O:10][C:11]2[CH:12]=[C:13]([CH:17]=[CH:18][CH:19]=2)[C:14]([NH:26][C:27]2[CH:32]=[CH:31][CH:30]=[CH:29][C:28]=2[S:33](=[O:35])(=[O:34])[NH2:36])=[O:15])=[CH:7][CH:6]=1)([CH3:3])([CH3:2])[CH3:4]. (5) Given the reactants [F:1][CH:2]([F:45])[CH2:3][O:4][CH2:5][C:6]1[N:10]([C:11]2[CH:16]=[CH:15][CH:14]=[CH:13][CH:12]=2)[N:9]=[N:8][C:7]=1[C:17]([N:19]([CH2:41][CH:42]([CH3:44])[CH3:43])[C@H:20]1[CH2:25][C@@H:24]([C:26]([N:28]2[CH2:33][CH2:32][O:31][CH2:30][CH2:29]2)=[O:27])[CH2:23][N:22](C(OC(C)(C)C)=O)[CH2:21]1)=[O:18], predict the reaction product. The product is: [F:45][CH:2]([F:1])[CH2:3][O:4][CH2:5][C:6]1[N:10]([C:11]2[CH:12]=[CH:13][CH:14]=[CH:15][CH:16]=2)[N:9]=[N:8][C:7]=1[C:17]([N:19]([CH2:41][CH:42]([CH3:43])[CH3:44])[C@H:20]1[CH2:25][C@@H:24]([C:26]([N:28]2[CH2:33][CH2:32][O:31][CH2:30][CH2:29]2)=[O:27])[CH2:23][NH:22][CH2:21]1)=[O:18]. (6) Given the reactants [OH:1][C:2]1[CH:24]=[CH:23][C:5]2[C:6](=[O:22])/[C:7](=[CH:9]/[C:10]3[C:18]4[C:13](=[CH:14][C:15]([N+:19]([O-:21])=[O:20])=[CH:16][CH:17]=4)[NH:12][CH:11]=3)/[O:8][C:4]=2[C:3]=1[CH2:25][N:26]1[CH2:31][CH2:30][N:29](C(OC(C)(C)C)=O)[CH2:28][CH2:27]1.[ClH:39], predict the reaction product. The product is: [ClH:39].[ClH:39].[OH:1][C:2]1[CH:24]=[CH:23][C:5]2[C:6](=[O:22])/[C:7](=[CH:9]/[C:10]3[C:18]4[C:13](=[CH:14][C:15]([N+:19]([O-:21])=[O:20])=[CH:16][CH:17]=4)[NH:12][CH:11]=3)/[O:8][C:4]=2[C:3]=1[CH2:25][N:26]1[CH2:31][CH2:30][NH:29][CH2:28][CH2:27]1. (7) Given the reactants CCN=C=NCCCN(C)C.Cl.[F:13][C:14]1[CH:22]=[C:21]([F:23])[CH:20]=[CH:19][C:15]=1[C:16]([OH:18])=O.[NH2:24][C:25]([CH3:29])([CH3:28])[CH2:26][OH:27].C1C=CC2N(O)N=NC=2C=1, predict the reaction product. The product is: [OH:27][CH2:26][C:25]([NH:24][C:16](=[O:18])[C:15]1[CH:19]=[CH:20][C:21]([F:23])=[CH:22][C:14]=1[F:13])([CH3:29])[CH3:28].